From a dataset of Blood-brain barrier permeability classification from the B3DB database. Regression/Classification. Given a drug SMILES string, predict its absorption, distribution, metabolism, or excretion properties. Task type varies by dataset: regression for continuous measurements (e.g., permeability, clearance, half-life) or binary classification for categorical outcomes (e.g., BBB penetration, CYP inhibition). Dataset: b3db_classification. The drug is CCOC(=O)c1cncn1[C@@H](C)c1ccccc1. The result is 1 (penetrates BBB).